This data is from Full USPTO retrosynthesis dataset with 1.9M reactions from patents (1976-2016). The task is: Predict the reactants needed to synthesize the given product. (1) Given the product [CH:3]1([CH2:8][CH:9]([C:14]2[CH:19]=[CH:18][C:17]([S:20]([CH3:23])(=[O:22])=[O:21])=[CH:16][CH:15]=2)[C:10]([OH:12])=[O:11])[CH2:7][CH:6]=[CH:5][CH2:4]1, predict the reactants needed to synthesize it. The reactants are: [OH-].[Na+].[CH:3]1([CH2:8][CH:9]([C:14]2[CH:19]=[CH:18][C:17]([S:20]([CH3:23])(=[O:22])=[O:21])=[CH:16][CH:15]=2)[C:10]([O:12]C)=[O:11])[CH2:7][CH:6]=[CH:5][CH2:4]1. (2) Given the product [CH3:31][O:32][C:33]1[N:38]=[CH:37][C:36]([C:2]2[N:6]=[C:5]([C:7]3[CH:12]=[CH:11][C:10]([C:13]([F:16])([F:15])[F:14])=[CH:9][CH:8]=3)[N:4]([CH3:17])[C:3]=2[C:18]([N:20]2[CH2:25][CH2:24][CH:23]([N:26]3[CH2:30][CH2:29][CH2:28][CH2:27]3)[CH2:22][CH2:21]2)=[O:19])=[CH:35][N:34]=1, predict the reactants needed to synthesize it. The reactants are: I[C:2]1[N:6]=[C:5]([C:7]2[CH:12]=[CH:11][C:10]([C:13]([F:16])([F:15])[F:14])=[CH:9][CH:8]=2)[N:4]([CH3:17])[C:3]=1[C:18]([N:20]1[CH2:25][CH2:24][CH:23]([N:26]2[CH2:30][CH2:29][CH2:28][CH2:27]2)[CH2:22][CH2:21]1)=[O:19].[CH3:31][O:32][C:33]1[N:38]=[CH:37][C:36](B(O)O)=[CH:35][N:34]=1. (3) Given the product [CH2:1]([O:3][C:4](=[O:5])[C:6]1[CH:11]=[CH:10][C:9]([OH:12])=[N:8][C:7]=1[C:13]([F:14])([F:15])[F:16])[CH3:2], predict the reactants needed to synthesize it. The reactants are: [CH2:1]([O:3][C:4]([C:6]1[CH2:11][CH2:10][C:9]([OH:12])=[N:8][C:7]=1[C:13]([F:16])([F:15])[F:14])=[O:5])[CH3:2].BrN1C(=O)CCC1=O. (4) The reactants are: [CH3:1][C:2]1[O:6][C:5]([CH2:7][CH2:8][C:9]2[CH:14]=[CH:13][CH:12]=[CH:11][CH:10]=2)=[N:4][C:3]=1[CH2:15][C:16](O)=[O:17]. Given the product [CH3:1][C:2]1[O:6][C:5]([CH2:7][CH2:8][C:9]2[CH:10]=[CH:11][CH:12]=[CH:13][CH:14]=2)=[N:4][C:3]=1[CH2:15][CH2:16][OH:17], predict the reactants needed to synthesize it. (5) Given the product [CH:16]([S:18][CH:5]1[CH2:4][CH2:3][C:2]([CH3:14])([CH3:1])[CH2:7][CH:6]1[C:8](=[O:13])[CH2:9][CH2:10][CH:11]=[CH2:12])([CH3:17])[CH3:15], predict the reactants needed to synthesize it. The reactants are: [CH3:1][C:2]1([CH3:14])[CH2:7][CH:6]([C:8](=[O:13])[CH2:9][CH2:10][CH:11]=[CH2:12])[CH:5]=[CH:4][CH2:3]1.[CH3:15][CH:16]([SH:18])[CH3:17].